Predict the reactants needed to synthesize the given product. From a dataset of Full USPTO retrosynthesis dataset with 1.9M reactions from patents (1976-2016). (1) Given the product [CH:4]1([NH:7][C:8]([C:10]2[CH:15]=[C:14]([C:16]3[C:17]([C:25]([NH:27][C:28]4[S:29][CH:30]=[CH:31][N:32]=4)=[O:26])=[CH:18][C:19]([C:22]([NH:37][CH3:36])=[O:24])=[CH:20][CH:21]=3)[C:13]([CH3:33])=[C:12]([F:34])[CH:11]=2)=[O:9])[CH2:6][CH2:5]1, predict the reactants needed to synthesize it. The reactants are: Cl.CN.[CH:4]1([NH:7][C:8]([C:10]2[CH:11]=[C:12]([F:34])[C:13]([CH3:33])=[C:14]([C:16]3[CH:21]=[CH:20][C:19]([C:22]([OH:24])=O)=[CH:18][C:17]=3[C:25]([NH:27][C:28]3[S:29][CH:30]=[CH:31][N:32]=3)=[O:26])[CH:15]=2)=[O:9])[CH2:6][CH2:5]1.Cl.[CH3:36][N:37](C)CCCN=C=NCC.C(N(CC)CC)C. (2) The reactants are: [N+:1]([C:4]1[C:5]2[N:6]([N:27]=[N:28][N:29]=2)[C:7]2[C:12]([C:13]=1[NH:14][CH2:15][CH2:16][O:17][CH2:18][CH2:19][CH2:20][C:21]1[CH:22]=[N:23][CH:24]=[CH:25][CH:26]=1)=[CH:11][CH:10]=[CH:9][CH:8]=2)([O-])=O.[H][H]. Given the product [N:23]1[CH:24]=[CH:25][CH:26]=[C:21]([CH2:20][CH2:19][CH2:18][O:17][CH2:16][CH2:15][NH:14][C:13]2[C:12]3[C:7](=[CH:8][CH:9]=[CH:10][CH:11]=3)[N:6]3[N:27]=[N:28][N:29]=[C:5]3[C:4]=2[NH2:1])[CH:22]=1, predict the reactants needed to synthesize it. (3) Given the product [Br:15][C:16]1[CH:23]=[CH:22][C:19](/[CH:20]=[N:30]\[CH3:29])=[CH:18][C:17]=1[Cl:24], predict the reactants needed to synthesize it. The reactants are: C(O[BH-](OC(=O)C)OC(=O)C)(=O)C.[Na+].[Br:15][C:16]1[CH:23]=[CH:22][C:19]([CH:20]=O)=[CH:18][C:17]=1[Cl:24].C(O)(=O)C.[CH3:29][NH2:30]. (4) Given the product [CH3:37][N:38]([CH3:39])[CH2:30][CH2:29][CH2:28][N:12]([S:9]([C:5]1[CH:6]=[CH:7][CH:8]=[C:3]([O:2][CH3:1])[CH:4]=1)(=[O:11])=[O:10])[C@@H:13]([C:18]([O:20][CH2:21][C:22]1[CH:27]=[CH:26][CH:25]=[CH:24][CH:23]=1)=[O:19])[C:14]([CH3:17])([CH3:16])[CH3:15], predict the reactants needed to synthesize it. The reactants are: [CH3:1][O:2][C:3]1[CH:4]=[C:5]([S:9]([N:12]([CH2:28][CH2:29][CH2:30]OS(C)(=O)=O)[C@@H:13]([C:18]([O:20][CH2:21][C:22]2[CH:27]=[CH:26][CH:25]=[CH:24][CH:23]=2)=[O:19])[C:14]([CH3:17])([CH3:16])[CH3:15])(=[O:11])=[O:10])[CH:6]=[CH:7][CH:8]=1.C[CH2:37][N:38](C(C)C)[CH:39](C)C.